This data is from Forward reaction prediction with 1.9M reactions from USPTO patents (1976-2016). The task is: Predict the product of the given reaction. (1) Given the reactants C([O:8][C:9]1[CH:14]=[CH:13][C:12]([CH2:15][CH2:16][N:17]([CH2:32][C:33]2[CH:38]=[CH:37][C:36]([C:39]([CH3:42])([CH3:41])[CH3:40])=[CH:35][CH:34]=2)[C:18](=[O:31])[C:19]2[CH:24]=[C:23]([C:25]([F:28])([F:27])[F:26])[CH:22]=[C:21]([Cl:29])[C:20]=2[F:30])=[CH:11][C:10]=1[C:43]([CH3:46])([CH3:45])[CH3:44])C1C=CC=CC=1, predict the reaction product. The product is: [C:39]([C:36]1[CH:35]=[CH:34][C:33]([CH2:32][N:17]([CH2:16][CH2:15][C:12]2[CH:13]=[CH:14][C:9]([OH:8])=[C:10]([C:43]([CH3:46])([CH3:45])[CH3:44])[CH:11]=2)[C:18](=[O:31])[C:19]2[CH:24]=[C:23]([C:25]([F:27])([F:26])[F:28])[CH:22]=[C:21]([Cl:29])[C:20]=2[F:30])=[CH:38][CH:37]=1)([CH3:40])([CH3:42])[CH3:41]. (2) Given the reactants [C:1]1([CH:7]2[CH2:11][C:10](=[O:12])[N:9]([C:13]3[CH:18]=[CH:17][C:16](B4[O:23][C:22]([CH3:25])(C)C(C)(C)O4)=[CH:15][CH:14]=3)[C:8]2=[O:28])[CH:6]=[CH:5][CH:4]=[CH:3][CH:2]=1.I[C:30]1[C:38]2[C:33](=[N:34][CH:35]=[N:36][C:37]=2[NH2:39])[N:32]([C@H:40]2[CH2:45][CH2:44][C@@H:43]([N:46]3[CH2:51][CH2:50][N:49]([CH3:52])[CH2:48][CH2:47]3)[CH2:42][CH2:41]2)[N:31]=1.[OH2:53].[C:54](=[O:57])([O-])[O-:55].[Na+].[Na+], predict the reaction product. The product is: [C:22]([OH:55])(=[O:23])[CH3:25].[NH2:39][C:37]1[N:36]=[CH:35][N:34]=[C:33]2[N:32]([C@H:40]3[CH2:45][CH2:44][C@@H:43]([N:46]4[CH2:51][CH2:50][N:49]([CH3:52])[CH2:48][CH2:47]4)[CH2:42][CH2:41]3)[N:31]=[C:30]([C:16]3[CH:15]=[CH:14][C:13]([NH:9][C:10](=[O:12])[CH2:11][CH:7]([C:1]4[CH:2]=[CH:3][CH:4]=[CH:5][CH:6]=4)[C:8]([OH:28])=[O:53])=[CH:18][CH:17]=3)[C:38]=12.[C:54]([OH:55])(=[O:57])[CH3:1].[NH2:39][C:37]1[N:36]=[CH:35][N:34]=[C:33]2[N:32]([C@H:40]3[CH2:45][CH2:44][C@@H:43]([N:46]4[CH2:51][CH2:50][N:49]([CH3:52])[CH2:48][CH2:47]4)[CH2:42][CH2:41]3)[N:31]=[C:30]([C:16]3[CH:15]=[CH:14][C:13]([NH:9][C:8](=[O:28])[CH:7]([C:1]4[CH:2]=[CH:3][CH:4]=[CH:5][CH:6]=4)[CH2:11][C:10]([OH:12])=[O:55])=[CH:18][CH:17]=3)[C:38]=12. (3) Given the reactants [OH:1][C:2]1[CH:3]=[CH:4][C:5]2[C:9]([O:10][C:11]3[CH:16]=[CH:15][C:14](/[CH:17]=[CH:18]/[C:19]([O:21]C)=[O:20])=[CH:13][CH:12]=3)=[C:8]([C:23]3[CH:28]=[CH:27][CH:26]=[CH:25][C:24]=3[CH:29]([CH3:31])[CH3:30])[S:7][C:6]=2[CH:32]=1.[Li+].[OH-].Cl, predict the reaction product. The product is: [OH:1][C:2]1[CH:3]=[CH:4][C:5]2[C:9]([O:10][C:11]3[CH:12]=[CH:13][C:14](/[CH:17]=[CH:18]/[C:19]([OH:21])=[O:20])=[CH:15][CH:16]=3)=[C:8]([C:23]3[CH:28]=[CH:27][CH:26]=[CH:25][C:24]=3[CH:29]([CH3:30])[CH3:31])[S:7][C:6]=2[CH:32]=1. (4) The product is: [Cl:17][C:18]1[CH:19]=[C:20]([C:24]2[O:25][N:26]=[C:27]3[CH:32]=[CH:31][C:30]([CH:33]([C:14]4[S:15][CH:16]=[C:12]([C:6]5[CH:7]=[CH:8][CH:9]=[CH:10][CH:11]=5)[N:13]=4)[OH:34])=[CH:29][C:28]=23)[CH:21]=[CH:22][CH:23]=1. Given the reactants [Li]CCCC.[C:6]1([C:12]2[N:13]=[CH:14][S:15][CH:16]=2)[CH:11]=[CH:10][CH:9]=[CH:8][CH:7]=1.[Cl:17][C:18]1[CH:19]=[C:20]([C:24]2[O:25][N:26]=[C:27]3[CH:32]=[CH:31][C:30]([CH:33]=[O:34])=[CH:29][C:28]=23)[CH:21]=[CH:22][CH:23]=1.[NH4+].[Cl-], predict the reaction product. (5) Given the reactants [F:1][C:2]1[CH:27]=[C:26]([N+:28]([O-])=O)[CH:25]=[CH:24][C:3]=1[O:4][C:5]1[C:14]2[C:9](=[CH:10][C:11]([O:22][CH3:23])=[C:12]([C:15]([O:17][C:18]([CH3:21])([CH3:20])[CH3:19])=[O:16])[CH:13]=2)[N:8]=[CH:7][CH:6]=1.[Cl-].[NH4+], predict the reaction product. The product is: [NH2:28][C:26]1[CH:25]=[CH:24][C:3]([O:4][C:5]2[C:14]3[C:9](=[CH:10][C:11]([O:22][CH3:23])=[C:12]([C:15]([O:17][C:18]([CH3:21])([CH3:20])[CH3:19])=[O:16])[CH:13]=3)[N:8]=[CH:7][CH:6]=2)=[C:2]([F:1])[CH:27]=1. (6) Given the reactants [CH3:1][C:2]1[CH:3]=[C:4]2[C:8](=[CH:9][C:10]=1[CH3:11])[C:7](=[O:12])[CH2:6][CH2:5]2.[Br:13][C:14]1[CH:15]=[N:16][CH:17]=[CH:18][C:19]=1[CH:20]=O, predict the reaction product. The product is: [Br:13][C:14]1[CH:15]=[N:16][CH:17]=[CH:18][C:19]=1/[CH:20]=[C:6]1/[C:7](=[O:12])[C:8]2[C:4]([CH2:5]/1)=[CH:3][C:2]([CH3:1])=[C:10]([CH3:11])[CH:9]=2. (7) The product is: [Cl:12][C:11]1[C:6]([C:4]([OH:5])=[O:3])=[CH:7][N:8]([CH3:14])[C:9](=[O:13])[CH:10]=1. Given the reactants C([O:3][C:4]([C:6]1[C:11]([Cl:12])=[CH:10][C:9](=[O:13])[N:8]([CH3:14])[CH:7]=1)=[O:5])C.[OH-].[Na+].Cl, predict the reaction product.